From a dataset of NCI-60 drug combinations with 297,098 pairs across 59 cell lines. Regression. Given two drug SMILES strings and cell line genomic features, predict the synergy score measuring deviation from expected non-interaction effect. (1) Drug 1: CC1CCC2CC(C(=CC=CC=CC(CC(C(=O)C(C(C(=CC(C(=O)CC(OC(=O)C3CCCCN3C(=O)C(=O)C1(O2)O)C(C)CC4CCC(C(C4)OC)O)C)C)O)OC)C)C)C)OC. Drug 2: CS(=O)(=O)CCNCC1=CC=C(O1)C2=CC3=C(C=C2)N=CN=C3NC4=CC(=C(C=C4)OCC5=CC(=CC=C5)F)Cl. Cell line: SW-620. Synergy scores: CSS=0.312, Synergy_ZIP=4.22, Synergy_Bliss=6.30, Synergy_Loewe=5.03, Synergy_HSA=4.94. (2) Drug 1: C1CN1P(=S)(N2CC2)N3CC3. Drug 2: C(CCl)NC(=O)N(CCCl)N=O. Cell line: MDA-MB-435. Synergy scores: CSS=6.72, Synergy_ZIP=-1.56, Synergy_Bliss=0.798, Synergy_Loewe=-8.79, Synergy_HSA=1.47.